From a dataset of Peptide-MHC class II binding affinity with 134,281 pairs from IEDB. Regression. Given a peptide amino acid sequence and an MHC pseudo amino acid sequence, predict their binding affinity value. This is MHC class II binding data. (1) The peptide sequence is RPGVSKKFLSLLTSS. The binding affinity (normalized) is 0.0884. The MHC is DRB1_1302 with pseudo-sequence DRB1_1302. (2) The peptide sequence is HYPLHLRYYRITYGE. The MHC is HLA-DPA10103-DPB10301 with pseudo-sequence HLA-DPA10103-DPB10301. The binding affinity (normalized) is 0.424. (3) The peptide sequence is AVNGKKSAHGSPTFW. The MHC is DRB5_0101 with pseudo-sequence DRB5_0101. The binding affinity (normalized) is 0. (4) The peptide sequence is AAVDKDAVIVAAAGN. The MHC is DRB1_1602 with pseudo-sequence DRB1_1602. The binding affinity (normalized) is 0.330. (5) The peptide sequence is SYVHVNGAKFIDTQN. The MHC is HLA-DQA10501-DQB10301 with pseudo-sequence HLA-DQA10501-DQB10301. The binding affinity (normalized) is 0.598. (6) The peptide sequence is VVHFFKNIVTPRTPPPSQGK. The MHC is H-2-IAu with pseudo-sequence H-2-IAu. The binding affinity (normalized) is 0. (7) The peptide sequence is FTVFEAAFNNAIKAG. The MHC is HLA-DPA10301-DPB10402 with pseudo-sequence HLA-DPA10301-DPB10402. The binding affinity (normalized) is 0.228. (8) The peptide sequence is ESTGGAYDTYKSIPS. The MHC is DRB1_1602 with pseudo-sequence DRB1_1602. The binding affinity (normalized) is 0.463.